This data is from Catalyst prediction with 721,799 reactions and 888 catalyst types from USPTO. The task is: Predict which catalyst facilitates the given reaction. (1) Reactant: [I:1][C:2]1[CH:7]=[CH:6][C:5]([CH:8]2[CH:17]([C:18]3[CH:23]=[CH:22][CH:21]=[C:20]([O:24][CH:25]4[CH2:30][CH2:29][CH2:28][CH2:27][O:26]4)[CH:19]=3)[C:16](=[O:31])[C:15]3[C:10](=[C:11]([O:32][CH:33]4[CH2:38][CH2:37][CH2:36][CH2:35][O:34]4)[CH:12]=[CH:13][CH:14]=3)[O:9]2)=[CH:4][CH:3]=1.Cl[Mg][CH3:41]. Product: [I:1][C:2]1[CH:7]=[CH:6][C:5]([CH:8]2[CH:17]([C:18]3[CH:23]=[CH:22][CH:21]=[C:20]([O:24][CH:25]4[CH2:30][CH2:29][CH2:28][CH2:27][O:26]4)[CH:19]=3)[C:16]([CH3:41])([OH:31])[C:15]3[C:10](=[C:11]([O:32][CH:33]4[CH2:38][CH2:37][CH2:36][CH2:35][O:34]4)[CH:12]=[CH:13][CH:14]=3)[O:9]2)=[CH:4][CH:3]=1. The catalyst class is: 1. (2) Reactant: [CH:1]([C:3]1[CH:11]=[C:10]2[C:6]([CH:7]=[N:8][NH:9]2)=[CH:5][CH:4]=1)=O.[C:12]([CH2:14][C:15]([NH:17][CH:18]([CH3:20])[CH3:19])=[O:16])#[N:13].C1CCN2C(=NCCC2)CC1. Product: [C:12]([C:14](=[CH:1][C:3]1[CH:11]=[C:10]2[C:6]([CH:7]=[N:8][NH:9]2)=[CH:5][CH:4]=1)[C:15]([NH:17][CH:18]([CH3:20])[CH3:19])=[O:16])#[N:13]. The catalyst class is: 1. (3) Reactant: [C:1]([O:5][C:6]([C:8]1[CH:16]=[C:15]2[C:11]([C:12]([CH:17]3[CH2:22][CH2:21][CH2:20][CH2:19][CH2:18]3)=[CH:13][NH:14]2)=[CH:10][CH:9]=1)=[O:7])([CH3:4])([CH3:3])[CH3:2].C1C(=O)N([Br:30])C(=O)C1.S([O-])([O-])(=O)=S.[Na+].[Na+].CCOC(C)=O. Product: [Br:30][C:13]1[NH:14][C:15]2[C:11]([C:12]=1[CH:17]1[CH2:22][CH2:21][CH2:20][CH2:19][CH2:18]1)=[CH:10][CH:9]=[C:8]([C:6]([O:5][C:1]([CH3:4])([CH3:2])[CH3:3])=[O:7])[CH:16]=2. The catalyst class is: 53.